Dataset: Forward reaction prediction with 1.9M reactions from USPTO patents (1976-2016). Task: Predict the product of the given reaction. (1) Given the reactants [Cl-].[Al+3].[Cl-].[Cl-].[Cl:5][C:6]1[CH:14]=[CH:13][C:9]([C:10](Cl)=[O:11])=[CH:8][C:7]=1[S:15](=[O:18])(=[O:17])[NH2:16].[C:19]1([O:25][CH3:26])[CH:24]=[CH:23][CH:22]=[CH:21][CH:20]=1, predict the reaction product. The product is: [Cl:5][C:6]1[CH:14]=[CH:13][C:9]([C:10](=[O:11])[C:22]2[CH:23]=[CH:24][C:19]([O:25][CH3:26])=[CH:20][CH:21]=2)=[CH:8][C:7]=1[S:15]([NH2:16])(=[O:18])=[O:17]. (2) Given the reactants [CH3:1][S:2]([O:5][CH:6]1[CH2:9][N:8](C(C2C=CC=CC=2)C2C=CC=CC=2)[CH2:7]1)(=[O:4])=[O:3].[Cl:23]CCOC(Cl)=O, predict the reaction product. The product is: [ClH:23].[CH3:1][S:2]([O:5][CH:6]1[CH2:9][NH:8][CH2:7]1)(=[O:4])=[O:3]. (3) Given the reactants [NH2:1][CH:2]([CH:6]1[CH2:10][CH2:9][NH:8][CH2:7]1)[CH2:3][C:4]#[N:5].[CH:11]1([N:14]2[C:23]3[C:18](=[CH:19][C:20]([F:26])=[C:21](F)[C:22]=3[CH3:24])[C:17](=O)[NH:16][C:15]2=[O:28])[CH2:13][CH2:12]1.CN(C)C(N(C)C)=N.Cl.CS(C)=[O:40], predict the reaction product. The product is: [NH2:1][CH:2]([CH:6]1[CH2:10][CH2:9][N:8]([C:21]2[C:22]([CH3:24])=[C:17]3[C:18]([C:23](=[O:40])[N:14]([CH:11]4[CH2:12][CH2:13]4)[C:15](=[O:28])[NH:16]3)=[CH:19][C:20]=2[F:26])[CH2:7]1)[CH2:3][C:4]#[N:5]. (4) Given the reactants [Br:1][CH2:2][C:3]([C:5]1[CH:10]=[CH:9][C:8](Cl)=[CH:7][C:6]=1[Cl:12])=[O:4].ClC1C=CC=CC=1C(=O)C.ClC1C=C(Cl)C=CC=1C(=O)C, predict the reaction product. The product is: [Br:1][CH2:2][C:3]([C:5]1[CH:10]=[CH:9][CH:8]=[CH:7][C:6]=1[Cl:12])=[O:4]. (5) Given the reactants [CH3:1][C:2]1[CH:3]=[C:4]([CH:13]2[CH2:18][N:17]([C:19]([N:21]3[CH2:26][CH2:25][O:24][CH2:23][CH2:22]3)=[O:20])[CH2:16][CH:15]([C:27](O)=[O:28])[CH2:14]2)[CH:5]=[CH:6][C:7]=1[O:8][C:9]([F:12])([F:11])[F:10].O[N:31]=[C:32]([NH2:36])[CH:33]([CH3:35])[CH3:34], predict the reaction product. The product is: [CH3:1][C:2]1[CH:3]=[C:4]([CH:13]2[CH2:14][CH:15]([C:27]3[O:28][N:36]=[C:32]([CH:33]([CH3:35])[CH3:34])[N:31]=3)[CH2:16][N:17]([C:19]([N:21]3[CH2:26][CH2:25][O:24][CH2:23][CH2:22]3)=[O:20])[CH2:18]2)[CH:5]=[CH:6][C:7]=1[O:8][C:9]([F:11])([F:10])[F:12]. (6) Given the reactants [C:1]1([C:11]2([CH2:16]OS(C)(=O)=O)[CH2:15][CH2:14][CH2:13][CH2:12]2)[C:10]2[C:5](=[CH:6][CH:7]=[CH:8][CH:9]=2)[CH:4]=[CH:3][CH:2]=1.[C-:22]#[N:23].[Na+].C(OCC)(=O)C, predict the reaction product. The product is: [C:1]1([C:11]2([CH2:16][C:22]#[N:23])[CH2:15][CH2:14][CH2:13][CH2:12]2)[C:10]2[C:5](=[CH:6][CH:7]=[CH:8][CH:9]=2)[CH:4]=[CH:3][CH:2]=1. (7) Given the reactants [CH3:1][N:2]1[C:10]2[C:5](=[CH:6][C:7]([C:11]([F:14])([F:13])[F:12])=[CH:8][CH:9]=2)[C:4]([CH:15]([NH2:17])[CH3:16])=[CH:3]1.C[Al](C)C.C[Al](C)C.C1N2CCN(CC2)C1.[CH3:34][C:35]1[N:36]=[CH:37][N:38]([C:40]2[C:49](=[O:50])[N:48]3[C:43]([C:44](=[O:51])[O:45][CH2:46][CH2:47]3)=[CH:42][CH:41]=2)[CH:39]=1, predict the reaction product. The product is: [OH:45][CH2:46][CH2:47][N:48]1[C:49](=[O:50])[C:40]([N:38]2[CH:39]=[C:35]([CH3:34])[N:36]=[CH:37]2)=[CH:41][CH:42]=[C:43]1[C:44]([NH:17][CH:15]([C:4]1[C:5]2[C:10](=[CH:9][CH:8]=[C:7]([C:11]([F:12])([F:13])[F:14])[CH:6]=2)[N:2]([CH3:1])[CH:3]=1)[CH3:16])=[O:51].